From a dataset of Forward reaction prediction with 1.9M reactions from USPTO patents (1976-2016). Predict the product of the given reaction. Given the reactants [CH3:1][N:2](C)CCCN=C=NCC.ON1C2C=CC=CC=2N=N1.[Cl:22][C:23]1[CH:28]=[CH:27][CH:26]=[CH:25][C:24]=1[CH2:29][C:30]([OH:32])=O.CN.C(O)C, predict the reaction product. The product is: [Cl:22][C:23]1[CH:28]=[CH:27][CH:26]=[CH:25][C:24]=1[CH2:29][C:30]([NH:2][CH3:1])=[O:32].